Dataset: Reaction yield outcomes from USPTO patents with 853,638 reactions. Task: Predict the reaction yield, written as a fraction of the theoretical maximum amount of product (1.0 means a 100% yield; for example, 0.34 means a 34% yield). (1) The reactants are C([O:4][CH2:5][C:6]([CH3:53])([CH3:52])[CH2:7][N:8]1[C:14]2[CH:15]=[CH:16][C:17]([Cl:19])=[CH:18][C:13]=2[C@@H:12]([C:20]2[CH:25]=[CH:24][CH:23]=[C:22]([O:26][CH3:27])[C:21]=2[O:28][CH3:29])[O:11][C@H:10]([CH2:30][C:31]([NH:33][C:34]2[CH:35]=[C:36]([CH2:44][CH2:45][C:46]([O:48]CC)=[O:47])[CH:37]=[CH:38][C:39]=2[O:40][CH:41]([CH3:43])[CH3:42])=[O:32])[C:9]1=[O:51])(=O)C.[OH-].[Na+].C(O)C. The catalyst is O. The product is [Cl:19][C:17]1[CH:16]=[CH:15][C:14]2[N:8]([CH2:7][C:6]([CH3:52])([CH3:53])[CH2:5][OH:4])[C:9](=[O:51])[C@@H:10]([CH2:30][C:31]([NH:33][C:34]3[CH:35]=[C:36]([CH2:44][CH2:45][C:46]([OH:48])=[O:47])[CH:37]=[CH:38][C:39]=3[O:40][CH:41]([CH3:42])[CH3:43])=[O:32])[O:11][C@H:12]([C:20]3[CH:25]=[CH:24][CH:23]=[C:22]([O:26][CH3:27])[C:21]=3[O:28][CH3:29])[C:13]=2[CH:18]=1. The yield is 0.850. (2) The reactants are F[C:2]1[CH:3]=[C:4]([OH:11])[CH:5]=[CH:6][C:7]=1[N+:8]([O-:10])=[O:9].[CH3:12][OH:13].Cl. The catalyst is C[O-].[Na+].O. The product is [CH3:12][O:13][C:2]1[CH:3]=[C:4]([OH:11])[CH:5]=[CH:6][C:7]=1[N+:8]([O-:10])=[O:9]. The yield is 1.00.